This data is from Forward reaction prediction with 1.9M reactions from USPTO patents (1976-2016). The task is: Predict the product of the given reaction. (1) Given the reactants C(OC([N:8]1[C:16]2[C:11](=[CH:12][CH:13]=[C:14]([NH:17][C:18]3[CH:19]=[N:20][CH:21]=[CH:22][CH:23]=3)[CH:15]=2)[C:10]([C:24]2[CH:29]=[CH:28][CH:27]=[CH:26][CH:25]=2)=[N:9]1)=O)(C)(C)C.[ClH:30], predict the reaction product. The product is: [ClH:30].[C:24]1([C:10]2[C:11]3[C:16](=[CH:15][C:14]([NH:17][C:18]4[CH:19]=[N:20][CH:21]=[CH:22][CH:23]=4)=[CH:13][CH:12]=3)[NH:8][N:9]=2)[CH:25]=[CH:26][CH:27]=[CH:28][CH:29]=1. (2) Given the reactants Cl.Cl.[Cl:3][CH2:4][CH2:5][N:6]1[CH2:11][CH2:10][NH:9][CH2:8][CH2:7]1.C(N(CC)CC)C.[CH3:19][S:20](Cl)(=[O:22])=[O:21], predict the reaction product. The product is: [Cl:3][CH2:4][CH2:5][N:6]1[CH2:11][CH2:10][N:9]([S:20]([CH3:19])(=[O:22])=[O:21])[CH2:8][CH2:7]1. (3) Given the reactants [C:1]([C:4]1[C:5](F)=[C:6]([F:22])[C:7]([NH:14][C:15]2[CH:20]=[CH:19][CH:18]=[CH:17][C:16]=2[F:21])=[C:8]([CH:13]=1)[C:9]([O:11][CH3:12])=[O:10])(=O)[CH3:2].[NH2:24][NH2:25], predict the reaction product. The product is: [CH3:12][O:11][C:9]([C:8]1[C:7]([NH:14][C:15]2[CH:20]=[CH:19][CH:18]=[CH:17][C:16]=2[F:21])=[C:6]([F:22])[C:5]2[C:4](=[C:1]([CH3:2])[NH:24][N:25]=2)[CH:13]=1)=[O:10].